From a dataset of Catalyst prediction with 721,799 reactions and 888 catalyst types from USPTO. Predict which catalyst facilitates the given reaction. (1) Reactant: [CH3:1][C:2]1[CH:7]=[C:6]([C:8](=[O:11])[NH:9][CH3:10])[CH:5]=[CH:4][C:3]=1[N:12]1[CH2:17][CH2:16][N:15](C(OC(C)(C)C)=O)[CH2:14][CH2:13]1.[ClH:25]. Product: [ClH:25].[ClH:25].[CH3:10][NH:9][C:8](=[O:11])[C:6]1[CH:5]=[CH:4][C:3]([N:12]2[CH2:17][CH2:16][NH:15][CH2:14][CH2:13]2)=[C:2]([CH3:1])[CH:7]=1. The catalyst class is: 440. (2) Reactant: [Cl:1][C:2]1[CH:20]=[CH:19][CH:18]=[CH:17][C:3]=1[C:4]([NH:6][C:7]1[S:8][CH:9]=[C:10]([C:12]([O:14]CC)=[O:13])[N:11]=1)=[O:5].[OH-].[K+].C(O)C. Product: [Cl:1][C:2]1[CH:20]=[CH:19][CH:18]=[CH:17][C:3]=1[C:4]([NH:6][C:7]1[S:8][CH:9]=[C:10]([C:12]([OH:14])=[O:13])[N:11]=1)=[O:5]. The catalyst class is: 6. (3) Reactant: CC1C=CC(S([O-])(=O)=O)=CC=1.[CH3:12][N+:13]1[CH:18]=[CH:17][C:16]([NH:19][C:20]2[CH:25]=[CH:24][CH:23]=[C:22]([C:26]([NH:28][C:29]3[CH:34]=[CH:33][C:32]([N+:35]([O-])=O)=[CH:31][CH:30]=3)=[O:27])[CH:21]=2)=[CH:15][CH:14]=1.O.[ClH:39].CCCCO. Product: [Cl-:39].[NH2:35][C:32]1[CH:33]=[CH:34][C:29]([NH:28][C:26]([C:22]2[CH:21]=[C:20]([CH:25]=[CH:24][CH:23]=2)[NH:19][C:16]2[CH:15]=[CH:14][N+:13]([CH3:12])=[CH:18][CH:17]=2)=[O:27])=[CH:30][CH:31]=1. The catalyst class is: 447. (4) Reactant: C[O:2][C:3]1[C:8]([C:9]2[CH:14]=[CH:13][C:12]([O:15][C:16]3[CH:21]=[CH:20][N:19]=[C:18]([C:22]4[CH:23]=[N:24][N:25]([CH3:27])[CH:26]=4)[CH:17]=3)=[C:11]([CH3:28])[N:10]=2)=[CH:7][N:6]=[C:5]([NH:29][CH:30]2[CH2:35][CH2:34][O:33][CH2:32][CH2:31]2)[N:4]=1.[Si](I)(C)(C)C.[O-]S([O-])(=S)=O.[Na+].[Na+].C1COCC1.CCOC(C)=O. Product: [CH3:28][C:11]1[N:10]=[C:9]([C:8]2[C:3](=[O:2])[NH:4][C:5]([NH:29][CH:30]3[CH2:31][CH2:32][O:33][CH2:34][CH2:35]3)=[N:6][CH:7]=2)[CH:14]=[CH:13][C:12]=1[O:15][C:16]1[CH:21]=[CH:20][N:19]=[C:18]([C:22]2[CH:23]=[N:24][N:25]([CH3:27])[CH:26]=2)[CH:17]=1. The catalyst class is: 26. (5) Reactant: FC1C=CN=C(NC2C=[C:13]([O:15]C)[C:12](OC)=C(OC)C=2)C=1.[CH3:21][C:22]1[N:27]=[C:26]([C:28]2C(C)=CS[CH:29]=2)[C:25]([O:34][C:35]2[CH:40]=[CH:39][N:38]=[C:37]([NH:41][C:42]3[CH:47]=[C:46]([O:48][CH3:49])[C:45]([O:50][CH3:51])=[C:44]([O:52][CH3:53])[CH:43]=3)[CH:36]=2)=[CH:24][CH:23]=1.C([O-])([O-])=O.[K+].[K+]. Product: [CH3:21][C:22]1[N:27]=[C:26]([CH:28]2[CH2:29][CH2:12][CH2:13][O:15]2)[C:25]([O:34][C:35]2[CH:40]=[CH:39][N:38]=[C:37]([NH:41][C:42]3[CH:47]=[C:46]([O:48][CH3:49])[C:45]([O:50][CH3:51])=[C:44]([O:52][CH3:53])[CH:43]=3)[CH:36]=2)=[CH:24][CH:23]=1. The catalyst class is: 3. (6) Reactant: Cl[C:2]1[N:3]=[C:4]2[CH:9]=[CH:8][C:7]([F:10])=[CH:6][N:5]2[C:11]=1[C:12]1[N:17]=[C:16]([CH3:18])[N:15]=[C:14]([N:19]([CH2:29][C:30]2[CH:35]=[CH:34][C:33]([O:36][CH3:37])=[CH:32][CH:31]=2)[CH2:20][C:21]2[CH:26]=[CH:25][C:24]([O:27][CH3:28])=[CH:23][CH:22]=2)[N:13]=1.[CH3:38][O:39][C:40]1[N:45]=[CH:44][C:43]([NH2:46])=[CH:42][CH:41]=1.CC([O-])(C)C.[Na+]. Product: [CH3:28][O:27][C:24]1[CH:25]=[CH:26][C:21]([CH2:20][N:19]([CH2:29][C:30]2[CH:35]=[CH:34][C:33]([O:36][CH3:37])=[CH:32][CH:31]=2)[C:14]2[N:15]=[C:16]([CH3:18])[N:17]=[C:12]([C:11]3[N:5]4[CH:6]=[C:7]([F:10])[CH:8]=[CH:9][C:4]4=[N:3][C:2]=3[NH:46][C:43]3[CH:44]=[N:45][C:40]([O:39][CH3:38])=[CH:41][CH:42]=3)[N:13]=2)=[CH:22][CH:23]=1. The catalyst class is: 12. (7) Reactant: [CH2:1]([O:8][C:9]1[CH:27]=[C:26]([CH2:28][CH3:29])[CH:25]=[CH:24][C:10]=1[O:11][C:12]1[CH:17]=[CH:16][C:15]([NH:18][CH2:19][CH2:20][CH2:21][NH2:22])=[CH:14][C:13]=1[F:23])[C:2]1[CH:7]=[CH:6][CH:5]=[CH:4][CH:3]=1.[C:30](OC(=O)C)(=[O:32])[CH3:31]. Product: [C:30]([N:18]([C:15]1[CH:16]=[CH:17][C:12]([O:11][C:10]2[CH:24]=[CH:25][C:26]([CH2:28][CH3:29])=[CH:27][C:9]=2[O:8][CH2:1][C:2]2[CH:3]=[CH:4][CH:5]=[CH:6][CH:7]=2)=[C:13]([F:23])[CH:14]=1)[CH2:19][CH2:20][CH2:21][NH2:22])(=[O:32])[CH3:31]. The catalyst class is: 46.